Task: Predict the product of the given reaction.. Dataset: Forward reaction prediction with 1.9M reactions from USPTO patents (1976-2016) (1) Given the reactants Cl.[CH:2]([C:5]1[CH:6]=[C:7]([C@@H:11]([NH2:13])[CH3:12])[CH:8]=[CH:9][CH:10]=1)([CH3:4])[CH3:3].[Cl:14][C:15]1[CH:16]=[C:17]([CH:33]=[CH:34][C:35]=1[O:36][C@H:37]([CH3:42])[C:38]([O:40][CH3:41])=[O:39])[CH2:18][N:19]1[C:27]2[C:22](=[CH:23][C:24]([C:28](O)=[O:29])=[CH:25][CH:26]=2)[C:21]([CH3:31])=[C:20]1[CH3:32], predict the reaction product. The product is: [Cl:14][C:15]1[CH:16]=[C:17]([CH2:18][N:19]2[C:27]3[C:22](=[CH:23][C:24]([C:28](=[O:29])[NH:13][C@H:11]([C:7]4[CH:8]=[CH:9][CH:10]=[C:5]([CH:2]([CH3:4])[CH3:3])[CH:6]=4)[CH3:12])=[CH:25][CH:26]=3)[C:21]([CH3:31])=[C:20]2[CH3:32])[CH:33]=[CH:34][C:35]=1[O:36][C@H:37]([CH3:42])[C:38]([O:40][CH3:41])=[O:39]. (2) Given the reactants [C:1]1([NH2:8])[CH:6]=[CH:5][CH:4]=[CH:3][C:2]=1[NH2:7].[F:9][C:10]([F:20])([C:17](O)=O)[C:11]([F:16])([F:15])[C:12](O)=O, predict the reaction product. The product is: [N:7]1[C:2]2[CH:3]=[CH:4][CH:5]=[CH:6][C:1]=2[NH:8][C:12]=1[C:11]([F:16])([F:15])[C:10]([C:17]1[NH:7][C:2]2[CH:3]=[CH:4][CH:5]=[CH:6][C:1]=2[N:8]=1)([F:20])[F:9].